Dataset: Experimentally validated miRNA-target interactions with 360,000+ pairs, plus equal number of negative samples. Task: Binary Classification. Given a miRNA mature sequence and a target amino acid sequence, predict their likelihood of interaction. The miRNA is hsa-miR-181a-2-3p with sequence ACCACUGACCGUUGACUGUACC. The protein sequence of the target gene is MDTSGHFHDSGVGDLDEDPKCPCPSSGDEQQQQQQQQQQQQPPPPAPPAAPQQPLGPSLQPQPPQLQQQQQQQQQQQQQQPPHPLSQLAQLQSQPVHPGLLHSSPTAFRAPPSSNSTAILHPSSRQGSQLNLNDHLLGHSPSSTATSGPGGGSRHRQASPLVHRRDSNPFTEIAMSSCKYSGGVMKPLSRLSASRRNLIEAETEGQPLQLFSPSNPPEIVISSREDNHAHQTLLHHPNATHNHQHAGTTASSTTFPKANKRKNQNIGYKLGHRRALFEKRKRLSDYALIFGMFGIVVMVI.... Result: 0 (no interaction).